Dataset: Forward reaction prediction with 1.9M reactions from USPTO patents (1976-2016). Task: Predict the product of the given reaction. Given the reactants [NH2:1][N:2]1[N:11]=[C:10]([C:12]([F:15])([F:14])[F:13])[C:9]2[C:4](=[CH:5][CH:6]=[CH:7][CH:8]=2)[C:3]1=[O:16].[Cl:17][C:18]1[S:22][C:21]([CH2:23][C:24](O)=[O:25])=[CH:20][CH:19]=1, predict the reaction product. The product is: [Cl:17][C:18]1[S:22][C:21]([CH2:23][C:24]([NH:1][N:2]2[N:11]=[C:10]([C:12]([F:15])([F:13])[F:14])[C:9]3[C:4](=[CH:5][CH:6]=[CH:7][CH:8]=3)[C:3]2=[O:16])=[O:25])=[CH:20][CH:19]=1.